This data is from NCI-60 drug combinations with 297,098 pairs across 59 cell lines. The task is: Regression. Given two drug SMILES strings and cell line genomic features, predict the synergy score measuring deviation from expected non-interaction effect. (1) Drug 1: CC1OCC2C(O1)C(C(C(O2)OC3C4COC(=O)C4C(C5=CC6=C(C=C35)OCO6)C7=CC(=C(C(=C7)OC)O)OC)O)O. Drug 2: B(C(CC(C)C)NC(=O)C(CC1=CC=CC=C1)NC(=O)C2=NC=CN=C2)(O)O. Cell line: MDA-MB-435. Synergy scores: CSS=6.22, Synergy_ZIP=-1.13, Synergy_Bliss=1.47, Synergy_Loewe=-0.516, Synergy_HSA=-1.23. (2) Drug 1: CC1=C(C=C(C=C1)C(=O)NC2=CC(=CC(=C2)C(F)(F)F)N3C=C(N=C3)C)NC4=NC=CC(=N4)C5=CN=CC=C5. Drug 2: COC1=NC(=NC2=C1N=CN2C3C(C(C(O3)CO)O)O)N. Cell line: CCRF-CEM. Synergy scores: CSS=45.2, Synergy_ZIP=6.33, Synergy_Bliss=2.86, Synergy_Loewe=-11.4, Synergy_HSA=-5.98.